From a dataset of Full USPTO retrosynthesis dataset with 1.9M reactions from patents (1976-2016). Predict the reactants needed to synthesize the given product. (1) Given the product [C:1]([O:5][C:6]([N:8]([CH2:21][C@@H:22]1[C@@H:26]([C:27]2[CH:32]=[CH:31][CH:30]=[CH:29][CH:28]=2)[CH2:25][N:24]([C:33]([NH:35][C@H:36]2[CH2:37][CH2:38][C@H:39]([C:42]([OH:44])=[O:43])[CH2:40][CH2:41]2)=[O:34])[CH2:23]1)[C@@H:9]([C:11]1[C:20]2[C:15](=[CH:16][CH:17]=[CH:18][CH:19]=2)[CH:14]=[CH:13][CH:12]=1)[CH3:10])=[O:7])([CH3:2])([CH3:3])[CH3:4], predict the reactants needed to synthesize it. The reactants are: [C:1]([O:5][C:6]([N:8]([CH2:21][C@@H:22]1[C@@H:26]([C:27]2[CH:32]=[CH:31][CH:30]=[CH:29][CH:28]=2)[CH2:25][N:24]([C:33]([NH:35][C@H:36]2[CH2:41][CH2:40][C@H:39]([C:42]([O:44]C)=[O:43])[CH2:38][CH2:37]2)=[O:34])[CH2:23]1)[C@@H:9]([C:11]1[C:20]2[C:15](=[CH:16][CH:17]=[CH:18][CH:19]=2)[CH:14]=[CH:13][CH:12]=1)[CH3:10])=[O:7])([CH3:4])([CH3:3])[CH3:2].[OH-].[Na+]. (2) Given the product [O-:41][S:34]([C:37]([F:40])([F:39])[F:38])(=[O:36])=[O:35].[CH:1]1([CH2:4][N+:5]2([CH3:43])[CH2:30][CH2:29][C@:12]34[C:13]5[C:14]6[O:28][C@H:11]3[CH:10]([O:31][CH3:32])[CH2:9][CH2:8][C@@:7]4([OH:33])[C@H:6]2[CH2:19][C:18]=5[CH:17]=[CH:16][C:15]=6[O:20][CH2:21][C:22]2[CH:23]=[CH:24][CH:25]=[CH:26][CH:27]=2)[CH2:3][CH2:2]1, predict the reactants needed to synthesize it. The reactants are: [CH:1]1([CH2:4][N:5]2[CH2:30][CH2:29][C@:12]34[C:13]5[C:14]6[O:28][C@H:11]3[CH:10]([O:31][CH3:32])[CH2:9][CH2:8][C@@:7]4([OH:33])[C@H:6]2[CH2:19][C:18]=5[CH:17]=[CH:16][C:15]=6[O:20][CH2:21][C:22]2[CH:27]=[CH:26][CH:25]=[CH:24][CH:23]=2)[CH2:3][CH2:2]1.[S:34]([O:41]C)([C:37]([F:40])([F:39])[F:38])(=[O:36])=[O:35].[C:43]([O-])([O-])=O.[Na+].[Na+]. (3) Given the product [F:11][C:10]([F:13])([F:12])[C:8]1[CH:9]=[C:4]2[N:3]=[C:2]([N:15]3[CH2:20][CH2:19][C:18]4([C:28]5[C:23](=[CH:24][CH:25]=[CH:26][CH:27]=5)[C:22](=[O:29])[O:21]4)[CH2:17][CH2:16]3)[NH:14][C:5]2=[N:6][CH:7]=1, predict the reactants needed to synthesize it. The reactants are: Cl[C:2]1[NH:14][C:5]2=[N:6][CH:7]=[C:8]([C:10]([F:13])([F:12])[F:11])[CH:9]=[C:4]2[N:3]=1.[NH:15]1[CH2:20][CH2:19][C:18]2([C:28]3[C:23](=[CH:24][CH:25]=[CH:26][CH:27]=3)[C:22](=[O:29])[O:21]2)[CH2:17][CH2:16]1.O.